From a dataset of Catalyst prediction with 721,799 reactions and 888 catalyst types from USPTO. Predict which catalyst facilitates the given reaction. (1) Reactant: [I:1][C:2]1[CH:10]=[N:9][CH:8]=[CH:7][C:3]=1[C:4]([OH:6])=O.CCN=C=NCCCN(C)C.[NH2:22][C:23]1[CH:28]=[C:27]([C:29]([F:32])([F:31])[F:30])[CH:26]=[CH:25][C:24]=1[OH:33]. Product: [OH:33][C:24]1[CH:25]=[CH:26][C:27]([C:29]([F:30])([F:31])[F:32])=[CH:28][C:23]=1[NH:22][C:4](=[O:6])[C:3]1[CH:7]=[CH:8][N:9]=[CH:10][C:2]=1[I:1]. The catalyst class is: 17. (2) Reactant: [Cl:1][C:2]1[CH:7]=[CH:6][C:5]([C:8]2[C:9](=[O:22])[N:10]([CH2:18][C:19](Cl)=[O:20])[C:11]3([CH2:17][CH2:16][CH2:15][CH2:14][CH2:13]3)[N:12]=2)=[CH:4][CH:3]=1.C(N(CC)CC)C.[F:30][C:31]1[C:37]([F:38])=[CH:36][CH:35]=[CH:34][C:32]=1[NH2:33]. Product: [Cl:1][C:2]1[CH:7]=[CH:6][C:5]([C:8]2[C:9](=[O:22])[N:10]([CH2:18][C:19]([NH:33][C:32]3[CH:34]=[CH:35][CH:36]=[C:37]([F:38])[C:31]=3[F:30])=[O:20])[C:11]3([CH2:17][CH2:16][CH2:15][CH2:14][CH2:13]3)[N:12]=2)=[CH:4][CH:3]=1. The catalyst class is: 2. (3) Reactant: [N+:1]([C:4]1[CH:9]=[CH:8][C:7]([N:10]2[CH2:15][CH2:14][CH:13]([CH2:16][CH2:17]O)[CH2:12][CH2:11]2)=[CH:6][CH:5]=1)([O-])=O.CS(Cl)(=O)=O.C(N(CC)CC)C.[NH:31]1[CH2:36][CH2:35][O:34][CH2:33][CH2:32]1. Product: [N:31]1([CH2:17][CH2:16][CH:13]2[CH2:12][CH2:11][N:10]([C:7]3[CH:6]=[CH:5][C:4]([NH2:1])=[CH:9][CH:8]=3)[CH2:15][CH2:14]2)[CH2:36][CH2:35][O:34][CH2:33][CH2:32]1. The catalyst class is: 1. (4) Reactant: [CH3:1][P:2]([O:6][CH3:7])([O:4][CH3:5])=[O:3].[Li]CCCC.[CH:13]1([C:19](OCC)=[O:20])[CH2:18][CH2:17][CH2:16][CH2:15][CH2:14]1. Product: [CH:13]1([C:19](=[O:20])[CH2:1][P:2](=[O:3])([O:6][CH3:7])[O:4][CH3:5])[CH2:18][CH2:17][CH2:16][CH2:15][CH2:14]1. The catalyst class is: 1.